From a dataset of NCI-60 drug combinations with 297,098 pairs across 59 cell lines. Regression. Given two drug SMILES strings and cell line genomic features, predict the synergy score measuring deviation from expected non-interaction effect. (1) Drug 1: CC1C(C(CC(O1)OC2CC(CC3=C2C(=C4C(=C3O)C(=O)C5=C(C4=O)C(=CC=C5)OC)O)(C(=O)CO)O)N)O.Cl. Drug 2: C1=NC2=C(N1)C(=S)N=C(N2)N. Cell line: SNB-75. Synergy scores: CSS=30.2, Synergy_ZIP=-9.76, Synergy_Bliss=-1.72, Synergy_Loewe=-1.13, Synergy_HSA=0.553. (2) Drug 2: CCN(CC)CCCC(C)NC1=C2C=C(C=CC2=NC3=C1C=CC(=C3)Cl)OC. Cell line: UACC-257. Drug 1: C1CC(=O)NC(=O)C1N2CC3=C(C2=O)C=CC=C3N. Synergy scores: CSS=5.24, Synergy_ZIP=-0.796, Synergy_Bliss=2.45, Synergy_Loewe=1.53, Synergy_HSA=2.41. (3) Drug 1: CC1=C(C=C(C=C1)NC2=NC=CC(=N2)N(C)C3=CC4=NN(C(=C4C=C3)C)C)S(=O)(=O)N.Cl. Drug 2: C1CN(CCN1C(=O)CCBr)C(=O)CCBr. Cell line: NCIH23. Synergy scores: CSS=7.28, Synergy_ZIP=-5.75, Synergy_Bliss=-3.62, Synergy_Loewe=-9.12, Synergy_HSA=-3.58. (4) Drug 1: CC1=C2C(C(=O)C3(C(CC4C(C3C(C(C2(C)C)(CC1OC(=O)C(C(C5=CC=CC=C5)NC(=O)C6=CC=CC=C6)O)O)OC(=O)C7=CC=CC=C7)(CO4)OC(=O)C)O)C)OC(=O)C. Drug 2: CCN(CC)CCNC(=O)C1=C(NC(=C1C)C=C2C3=C(C=CC(=C3)F)NC2=O)C. Cell line: OVCAR3. Synergy scores: CSS=51.3, Synergy_ZIP=1.16, Synergy_Bliss=-0.740, Synergy_Loewe=-13.4, Synergy_HSA=-0.0746. (5) Drug 1: C1CCC(C(C1)N)N.C(=O)(C(=O)[O-])[O-].[Pt+4]. Drug 2: CC(C)CN1C=NC2=C1C3=CC=CC=C3N=C2N. Cell line: UACC-257. Synergy scores: CSS=10.1, Synergy_ZIP=-2.49, Synergy_Bliss=1.75, Synergy_Loewe=0.272, Synergy_HSA=-0.0858.